Dataset: Full USPTO retrosynthesis dataset with 1.9M reactions from patents (1976-2016). Task: Predict the reactants needed to synthesize the given product. (1) Given the product [ClH:1].[NH2:15][C@@H:16]([CH3:57])[C:17]([NH:19][C@@H:20]([CH2:53][CH:54]([CH3:56])[CH3:55])[C:21]([NH:23][CH2:24][C:25](=[C:27]1[CH2:32][CH2:31][CH2:30][N:29]([C:33]2[C:42]([O:43][CH3:44])=[C:41]3[C:36]([C:37](=[O:51])[C:38]([C:48]([OH:50])=[O:49])=[CH:39][N:40]3[CH:45]3[CH2:46][CH2:47]3)=[CH:35][C:34]=2[F:52])[CH2:28]1)[F:26])=[O:22])=[O:18], predict the reactants needed to synthesize it. The reactants are: [ClH:1].O1CCOCC1.C(OC([NH:15][C@@H:16]([CH3:57])[C:17]([NH:19][C@@H:20]([CH2:53][CH:54]([CH3:56])[CH3:55])[C:21]([NH:23][CH2:24][C:25](=[C:27]1[CH2:32][CH2:31][CH2:30][N:29]([C:33]2[C:42]([O:43][CH3:44])=[C:41]3[C:36]([C:37](=[O:51])[C:38]([C:48]([OH:50])=[O:49])=[CH:39][N:40]3[CH:45]3[CH2:47][CH2:46]3)=[CH:35][C:34]=2[F:52])[CH2:28]1)[F:26])=[O:22])=[O:18])=O)(C)(C)C. (2) Given the product [F:1][C:2]1[CH:10]=[C:9]2[C:5]([C:6]([C:28]3[CH:29]=[CH:30][C:31]4[S:35](=[O:36])(=[O:37])[NH:34][CH:33]([CH3:38])[C:32]=4[CH:39]=3)=[CH:7][N:8]2[C:11]([O:13][C:14]([CH3:15])([CH3:16])[CH3:17])=[O:12])=[CH:4][CH:3]=1, predict the reactants needed to synthesize it. The reactants are: [F:1][C:2]1[CH:10]=[C:9]2[C:5]([C:6](B3OC(C)(C)C(C)(C)O3)=[CH:7][N:8]2[C:11]([O:13][C:14]([CH3:17])([CH3:16])[CH3:15])=[O:12])=[CH:4][CH:3]=1.Br[C:28]1[CH:29]=[CH:30][C:31]2[S:35](=[O:37])(=[O:36])[NH:34][CH:33]([CH3:38])[C:32]=2[CH:39]=1.[O-]P([O-])([O-])=O.[K+].[K+].[K+]. (3) Given the product [F:19][C:2]([F:1])([F:18])[CH:3]([C:5]1[CH:10]=[CH:9][CH:8]=[C:7]([CH:11]2[CH2:12][CH2:13][NH:14][CH2:15][CH2:16]2)[C:6]=1[F:17])[OH:4], predict the reactants needed to synthesize it. The reactants are: [F:1][C:2]([F:19])([F:18])[C:3]([C:5]1[CH:10]=[CH:9][CH:8]=[C:7]([CH:11]2[CH2:16][CH2:15][NH:14][CH2:13][CH2:12]2)[C:6]=1[F:17])=[O:4].[BH4-].[Na+].C(=O)([O-])[O-].[Na+].[Na+]. (4) Given the product [CH2:1]([O:8][C:9]([N:11]1[CH2:16][CH2:15][CH:14]([C:17]([Cl:23])=[O:19])[CH2:13][CH2:12]1)=[O:10])[C:2]1[CH:7]=[CH:6][CH:5]=[CH:4][CH:3]=1, predict the reactants needed to synthesize it. The reactants are: [CH2:1]([O:8][C:9]([N:11]1[CH2:16][CH2:15][CH:14]([C:17]([OH:19])=O)[CH2:13][CH2:12]1)=[O:10])[C:2]1[CH:7]=[CH:6][CH:5]=[CH:4][CH:3]=1.C(Cl)(=O)C([Cl:23])=O.CN(C)C=O. (5) Given the product [O:1]=[C:2]1[CH2:7][O:6][C@H:5]2[CH2:8][C:9]3[CH:10]=[CH:11][CH:12]=[CH:13][C:14]=3[C@H:4]2[N:3]1[CH2:15][C:16]([OH:18])=[O:17], predict the reactants needed to synthesize it. The reactants are: [O:1]=[C:2]1[CH2:7][O:6][C@H:5]2[CH2:8][C:9]3[CH:10]=[CH:11][CH:12]=[CH:13][C:14]=3[C@H:4]2[N:3]1[CH2:15][C:16]([O:18]CC)=[O:17].[Li+].[OH-].Cl. (6) Given the product [CH2:1]([C:3]1[CH:4]=[C:5]2[C:10](=[CH:11][C:12]=1[O:13][C:30]1[CH:35]=[CH:34][N:33]=[C:32]([S:36][CH3:37])[N:31]=1)[O:9][CH:8]([C:14]([F:15])([F:16])[F:17])[C:7]([C:18]([O:20][CH2:21][CH3:22])=[O:19])=[CH:6]2)[CH3:2], predict the reactants needed to synthesize it. The reactants are: [CH2:1]([C:3]1[CH:4]=[C:5]2[C:10](=[CH:11][C:12]=1[OH:13])[O:9][CH:8]([C:14]([F:17])([F:16])[F:15])[C:7]([C:18]([O:20][CH2:21][CH3:22])=[O:19])=[CH:6]2)[CH3:2].C(=O)([O-])[O-].[K+].[K+].Cl[C:30]1[CH:35]=[CH:34][N:33]=[C:32]([S:36][CH3:37])[N:31]=1. (7) The reactants are: [CH3:1][N:2]1[CH2:7][CH2:6][N:5]([C:8]([N:10]2[CH2:15][CH:14]([C:16]3[CH:21]=[CH:20][C:19]([C:22]([F:25])([F:24])[F:23])=[CH:18][CH:17]=3)[CH2:13][CH:12]([C:26]([OH:28])=O)[CH2:11]2)=[O:9])[CH2:4][C:3]1=[O:29].Cl.O[NH:32][C:33](=[NH:36])[CH2:34][CH3:35]. Given the product [CH2:34]([C:33]1[N:36]=[C:26]([CH:12]2[CH2:13][CH:14]([C:16]3[CH:17]=[CH:18][C:19]([C:22]([F:24])([F:23])[F:25])=[CH:20][CH:21]=3)[CH2:15][N:10]([C:8]([N:5]3[CH2:6][CH2:7][N:2]([CH3:1])[C:3](=[O:29])[CH2:4]3)=[O:9])[CH2:11]2)[O:28][N:32]=1)[CH3:35], predict the reactants needed to synthesize it.